Dataset: Forward reaction prediction with 1.9M reactions from USPTO patents (1976-2016). Task: Predict the product of the given reaction. (1) The product is: [F:15][C:14]([F:16])([F:17])[C:12]1[CH:13]=[C:8]([CH:6]([N:1]=[N+:2]=[N-:3])[CH3:7])[CH:9]=[C:10]([C:18]([F:19])([F:20])[F:21])[CH:11]=1. Given the reactants [N-:1]=[N+:2]=[N-:3].[Na+].Br[C@@H:6]([C:8]1[CH:13]=[C:12]([C:14]([F:17])([F:16])[F:15])[CH:11]=[C:10]([C:18]([F:21])([F:20])[F:19])[CH:9]=1)[CH3:7], predict the reaction product. (2) Given the reactants [F:1][C:2]1[CH:3]=[CH:4][C:5]([O:14][CH:15]([CH3:17])[CH3:16])=[C:6]([N:8]2[CH2:13][CH2:12][NH:11][CH2:10][CH2:9]2)[CH:7]=1.[C:18](#[N:21])[CH:19]=[CH2:20], predict the reaction product. The product is: [F:1][C:2]1[CH:3]=[CH:4][C:5]([O:14][CH:15]([CH3:17])[CH3:16])=[C:6]([N:8]2[CH2:9][CH2:10][N:11]([CH2:20][CH2:19][C:18]#[N:21])[CH2:12][CH2:13]2)[CH:7]=1. (3) Given the reactants C([O:3][C:4](=[O:19])[C@@H:5]([O:17][CH3:18])[CH2:6][C:7]1[CH:12]=[CH:11][C:10]([O:13][CH2:14][CH2:15]Br)=[CH:9][CH:8]=1)C.[CH:20]1[C:32]2[CH2:31][C:30]3[C:25](=[CH:26][CH:27]=[CH:28][CH:29]=3)[C:24]=2[CH:23]=[CH:22][C:21]=1[OH:33].CO[C@@H](CC1C=CC=CC=1OCCCOC1C=CC=CC=1)C(O)=O, predict the reaction product. The product is: [CH:20]1[C:32]2[CH2:31][C:30]3[C:25](=[CH:26][CH:27]=[CH:28][CH:29]=3)[C:24]=2[CH:23]=[CH:22][C:21]=1[O:33][CH2:15][CH2:14][O:13][C:10]1[CH:9]=[CH:8][C:7]([CH2:6][C@H:5]([O:17][CH3:18])[C:4]([OH:3])=[O:19])=[CH:12][CH:11]=1. (4) Given the reactants [Cl:1][C:2]1[CH:3]=[C:4]([C:8]2[NH:13][CH2:12][C:11](=O)[NH:10][N:9]=2)[CH:5]=[CH:6][CH:7]=1.O=P(Cl)(Cl)Cl.[F:20][C:21]1[CH:26]=[CH:25][C:24]([C:27]([CH3:31])([CH3:30])[CH2:28][NH2:29])=[CH:23][CH:22]=1, predict the reaction product. The product is: [Cl:1][C:2]1[CH:3]=[C:4]([C:8]2[N:9]=[N:10][C:11]([NH:29][CH2:28][C:27]([C:24]3[CH:23]=[CH:22][C:21]([F:20])=[CH:26][CH:25]=3)([CH3:31])[CH3:30])=[CH:12][N:13]=2)[CH:5]=[CH:6][CH:7]=1. (5) Given the reactants [OH:1][C:2]1[CH:3]=[C:4]([CH:7]=[CH:8][CH:9]=1)[CH:5]=[O:6].FC(F)(F)S(O[CH2:16][CH:17]([F:19])[F:18])(=O)=O.C([O-])([O-])=O.[Cs+].[Cs+].O, predict the reaction product. The product is: [F:18][CH:17]([F:19])[CH2:16][O:1][C:2]1[CH:3]=[C:4]([CH:7]=[CH:8][CH:9]=1)[CH:5]=[O:6]. (6) Given the reactants [CH3:1][C:2]1[CH:3]=[CH:4][C:5]([C:21]([NH:23][C:24]2[CH:25]=[C:26]([C:36]([F:39])([F:38])[F:37])[CH:27]=[C:28]([N:30]3[CH:34]=[N:33][C:32]([CH3:35])=[CH:31]3)[CH:29]=2)=[O:22])=[CH:6][C:7]=1[NH:8][C:9]1[N:10]=[CH:11][CH:12]=[C:13]([C:15]2[CH:16]=[CH:17][CH:18]=[N:19][CH:20]=2)[N:14]=1.[C:40]([OH:49])(=[O:48])[CH2:41][CH2:42][CH2:43][CH2:44][C:45]([OH:47])=[O:46], predict the reaction product. The product is: [CH3:1][C:2]1[CH:3]=[CH:4][C:5]([C:21]([NH:23][C:24]2[CH:25]=[C:26]([C:36]([F:38])([F:39])[F:37])[CH:27]=[C:28]([N:30]3[CH:34]=[N:33][C:32]([CH3:35])=[CH:31]3)[CH:29]=2)=[O:22])=[CH:6][C:7]=1[NH:8][C:9]1[N:10]=[CH:11][CH:12]=[C:13]([C:15]2[CH:16]=[CH:17][CH:18]=[N:19][CH:20]=2)[N:14]=1.[C:40]([O-:49])(=[O:48])[CH2:41][CH2:42][CH2:43][CH2:44][C:45]([O-:47])=[O:46].